Regression/Classification. Given a drug SMILES string, predict its toxicity properties. Task type varies by dataset: regression for continuous values (e.g., LD50, hERG inhibition percentage) or binary classification for toxic/non-toxic outcomes (e.g., AMES mutagenicity, cardiotoxicity, hepatotoxicity). Dataset: ld50_zhu. From a dataset of Acute oral toxicity (LD50) regression data from Zhu et al.. (1) The drug is CCCCCCCCCCCCCCO. The rat oral LD50 is 0.904, given as -log10 of the dose in mol/kg body weight (higher means more acutely toxic). (2) The drug is COc1ccccc1C=O. The rat oral LD50 is 1.74, given as -log10 of the dose in mol/kg body weight (higher means more acutely toxic). (3) The molecule is CCCSP(=O)(OCC)Oc1c(Cl)cc(Cl)cc1Cl. The rat oral LD50 is 3.26, given as -log10 of the dose in mol/kg body weight (higher means more acutely toxic). (4) The compound is CC(=O)c1ccc(C(O)C(CO)NC(=O)C(Cl)Cl)cc1. The rat oral LD50 is 2.46, given as -log10 of the dose in mol/kg body weight (higher means more acutely toxic). (5) The molecule is OCCOc1cc(Cl)c(Cl)cc1Cl. The rat oral LD50 is 2.21, given as -log10 of the dose in mol/kg body weight (higher means more acutely toxic). (6) The molecule is CNC(=O)Oc1cccc2c1OC(C)(C)C2=O. The rat oral LD50 is 2.90, given as -log10 of the dose in mol/kg body weight (higher means more acutely toxic). (7) The drug is Cc1cccc(C)c1NC(=O)CN1CCCC1=O. The rat oral LD50 is 2.32, given as -log10 of the dose in mol/kg body weight (higher means more acutely toxic).